Task: Predict the reaction yield, written as a fraction of the theoretical maximum amount of product (1.0 means a 100% yield; for example, 0.34 means a 34% yield).. Dataset: Reaction yield outcomes from USPTO patents with 853,638 reactions (1) No catalyst specified. The yield is 0.410. The product is [CH3:1][O:2][C:3]1[N:8]=[CH:7][C:6]([C:9]2[N:18]([C:20]3[CH:25]=[CH:24][CH:23]=[CH:22][N:21]=3)[N:19]=[C:11]([C:12]([O:14][CH3:15])=[O:13])[CH:10]=2)=[CH:5][CH:4]=1. The reactants are [CH3:1][O:2][C:3]1[N:8]=[CH:7][C:6]([C:9](=O)[CH2:10][C:11](=O)[C:12]([O:14][CH3:15])=[O:13])=[CH:5][CH:4]=1.[NH:18]([C:20]1[CH:25]=[CH:24][CH:23]=[CH:22][N:21]=1)[NH2:19]. (2) The reactants are [Cl:1][C:2]1[C:3]([F:20])=[C:4]([CH:17]=[CH:18][CH:19]=1)/[CH:5]=[C:6]1\[C:7](=[O:16])[NH:8][C:9]2[C:10]\1=[N:11][CH:12]=[C:13]([F:15])[CH:14]=2.[Li+].[OH-].[CH3:23][C:24]([CH3:48])([CH3:47])[CH2:25]/[CH:26]=[N:27]/[CH2:28][C:29]([NH:31][C:32]1[CH:44]=[CH:43][C:35]([O:36][CH2:37][CH2:38][O:39]C(=O)C)=[CH:34][C:33]=1[O:45][CH3:46])=[O:30].[OH-].[Na+]. The catalyst is O1CCCC1.O. The product is [Cl:1][C:2]1[C:3]([F:20])=[C:4]([CH:5]2[C:6]3([C:10]4=[N:11][CH:12]=[C:13]([F:15])[CH:14]=[C:9]4[NH:8][C:7]3=[O:16])[CH:26]([CH2:25][C:24]([CH3:48])([CH3:47])[CH3:23])[NH:27][CH:28]2[C:29]([NH:31][C:32]2[CH:44]=[CH:43][C:35]([O:36][CH2:37][CH2:38][OH:39])=[CH:34][C:33]=2[O:45][CH3:46])=[O:30])[CH:17]=[CH:18][CH:19]=1. The yield is 0.170.